The task is: Regression. Given a peptide amino acid sequence and an MHC pseudo amino acid sequence, predict their binding affinity value. This is MHC class I binding data.. This data is from Peptide-MHC class I binding affinity with 185,985 pairs from IEDB/IMGT. (1) The peptide sequence is LPPREGDLTC. The MHC is Mamu-A2201 with pseudo-sequence Mamu-A2201. The binding affinity (normalized) is 0. (2) The peptide sequence is CYPRLWGVR. The MHC is HLA-A01:01 with pseudo-sequence HLA-A01:01. The binding affinity (normalized) is 0.0847. (3) The peptide sequence is CYMHVSDFY. The binding affinity (normalized) is 0.0847. The MHC is HLA-B39:01 with pseudo-sequence HLA-B39:01. (4) The peptide sequence is EFVSANLAM. The MHC is HLA-A26:01 with pseudo-sequence HLA-A26:01. The binding affinity (normalized) is 0.0847. (5) The peptide sequence is KTLTGEIGAV. The MHC is HLA-A02:06 with pseudo-sequence HLA-A02:06. The binding affinity (normalized) is 0.683. (6) The peptide sequence is YTYSGLFCV. The MHC is HLA-A02:06 with pseudo-sequence HLA-A02:06. The binding affinity (normalized) is 1.00. (7) The peptide sequence is YAQMWTLMY. The MHC is HLA-B35:01 with pseudo-sequence HLA-B35:01. The binding affinity (normalized) is 0.934.